This data is from Full USPTO retrosynthesis dataset with 1.9M reactions from patents (1976-2016). The task is: Predict the reactants needed to synthesize the given product. Given the product [Cl:20][C:21]1[CH:22]=[CH:23][C:24]([N:27]2[CH2:32][CH2:31][N:30]([CH2:6][CH2:7][CH2:8][CH2:9][CH:10]3[C:18]4[C:13](=[CH:14][CH:15]=[CH:16][CH:17]=4)[NH:12][C:11]3=[O:19])[CH2:29][CH2:28]2)=[CH:25][CH:26]=1, predict the reactants needed to synthesize it. The reactants are: S(O[CH2:6][CH2:7][CH2:8][CH2:9][CH:10]1[C:18]2[C:13](=[CH:14][CH:15]=[CH:16][CH:17]=2)[NH:12][C:11]1=[O:19])(C)(=O)=O.[Cl:20][C:21]1[CH:26]=[CH:25][C:24]([N:27]2[CH2:32][CH2:31][NH:30][CH2:29][CH2:28]2)=[CH:23][CH:22]=1.